This data is from Catalyst prediction with 721,799 reactions and 888 catalyst types from USPTO. The task is: Predict which catalyst facilitates the given reaction. (1) Reactant: [CH:1]([C@@H:4]1[N:10]([C:11]2[CH:16]=[CH:15][CH:14]=[CH:13][CH:12]=2)[CH2:9][C:8]2[CH:17]=[CH:18][C:19]([C:21]([O:23]C)=O)=[CH:20][C:7]=2[O:6][CH2:5]1)([CH3:3])[CH3:2].CO.[NH2:27][OH:28].[OH-].[Na+]. Product: [OH:28][NH:27][C:21]([C:19]1[CH:18]=[CH:17][C:8]2[CH2:9][N:10]([C:11]3[CH:16]=[CH:15][CH:14]=[CH:13][CH:12]=3)[C@@H:4]([CH:1]([CH3:3])[CH3:2])[CH2:5][O:6][C:7]=2[CH:20]=1)=[O:23]. The catalyst class is: 1. (2) Reactant: [Cl:1][C:2]1[CH:3]=[CH:4][C:5]2[NH:11][C:10](=[N:12][NH:13][C:14]([CH:16]3[CH2:18][CH2:17]3)=O)[C@@H:9]([CH2:19][C:20]([O:22][CH2:23][CH3:24])=[O:21])[O:8][C@H:7]([C:25]3[CH:30]=[CH:29][CH:28]=[C:27]([O:31][CH3:32])[C:26]=3[O:33][CH3:34])[C:6]=2[CH:35]=1. Product: [Cl:1][C:2]1[CH:3]=[CH:4][C:5]2[N:11]3[C:14]([CH:16]4[CH2:17][CH2:18]4)=[N:13][N:12]=[C:10]3[C@@H:9]([CH2:19][C:20]([O:22][CH2:23][CH3:24])=[O:21])[O:8][C@H:7]([C:25]3[CH:30]=[CH:29][CH:28]=[C:27]([O:31][CH3:32])[C:26]=3[O:33][CH3:34])[C:6]=2[CH:35]=1. The catalyst class is: 15. (3) Reactant: [C:1]([C:4]1[CH:9]=[CH:8][C:7]([N:10]2[C:14](=[O:15])[NH:13][NH:12][C:11]2=[O:16])=[CH:6][CH:5]=1)(=O)[CH3:2].Cl.[CH2:18]([O:25][NH2:26])[C:19]1[CH:24]=[CH:23][CH:22]=[CH:21][CH:20]=1.Cl.O1CCOCC1. Product: [CH2:18]([O:25]/[N:26]=[C:1](/[C:4]1[CH:9]=[CH:8][C:7]([N:10]2[C:14](=[O:15])[NH:13][NH:12][C:11]2=[O:16])=[CH:6][CH:5]=1)\[CH3:2])[C:19]1[CH:24]=[CH:23][CH:22]=[CH:21][CH:20]=1. The catalyst class is: 8. (4) Reactant: [F:1][C:2]1[CH:3]=[N:4][C:5]([NH:8][C:9]2[S:10][C:11]3[CH2:17][CH2:16][N:15]([CH2:18][CH2:19][CH2:20][NH:21][CH3:22])[C:14]4=[N:23][N:24](CC5C=CC(OC)=CC=5)[CH:25]=[C:13]4[C:12]=3[N:35]=2)=[N:6][CH:7]=1. Product: [F:1][C:2]1[CH:3]=[N:4][C:5]([NH:8][C:9]2[S:10][C:11]3[CH2:17][CH2:16][N:15]([CH2:18][CH2:19][CH2:20][NH:21][CH3:22])[C:14]4=[N:23][NH:24][CH:25]=[C:13]4[C:12]=3[N:35]=2)=[N:6][CH:7]=1. The catalyst class is: 67. (5) Reactant: [CH2:1]([S:9][C:10]1[CH:11]=[C:12]([C:15]([O:17]C)=[O:16])[NH:13][CH:14]=1)[CH2:2][C:3]1[CH:8]=[CH:7][CH:6]=[CH:5][CH:4]=1.[OH-].[K+].Cl. Product: [CH2:1]([S:9][C:10]1[CH:11]=[C:12]([C:15]([OH:17])=[O:16])[NH:13][CH:14]=1)[CH2:2][C:3]1[CH:4]=[CH:5][CH:6]=[CH:7][CH:8]=1. The catalyst class is: 24. (6) Reactant: [Cl:1][C:2]1[CH:7]=[C:6](I)[CH:5]=[C:4]([Cl:9])[N:3]=1.[CH3:10][N:11]1[CH:15]=[C:14](B2OC(C)(C)C(C)(C)O2)[CH:13]=[N:12]1.C(=O)([O-])[O-].[K+].[K+].O1CCOCC1. Product: [Cl:1][C:2]1[CH:7]=[C:6]([C:14]2[CH:13]=[N:12][N:11]([CH3:10])[CH:15]=2)[CH:5]=[C:4]([Cl:9])[N:3]=1. The catalyst class is: 84.